From a dataset of Experimentally validated miRNA-target interactions with 360,000+ pairs, plus equal number of negative samples. Binary Classification. Given a miRNA mature sequence and a target amino acid sequence, predict their likelihood of interaction. The miRNA is hsa-miR-6894-5p with sequence AGGAGGAUGGAGAGCUGGGCCAGA. The protein sequence of the target gene is MDLGPLNICEEMTILHGGFLLAEQLFHPKALAELTKSDWERVGRPIVEALREISSAAAHSQPFAWKKKALIIIWAKVLQPHPVTPSDTETRWQEDLFFSVGNMIPTINHTILFELLKSLEASGLFIQLLMALPTTICHAELERFLEHVTVDTSAEDVAFFLDVWWEVMKHKGHPQDPLLSQFSAMAHKYLPALDEFPHPPKRLRSDPDACPTMPLLAMLLRGLTQIQSRILGPGRKCCALANLADMLTVFALTEDDPQEVSATVYLDKLATVISVWNSDTQNPYHQQALAEKVKEAERDV.... Result: 1 (interaction).